This data is from Forward reaction prediction with 1.9M reactions from USPTO patents (1976-2016). The task is: Predict the product of the given reaction. (1) Given the reactants FC(F)(F)C(O)=O.[F:8][C:9]([F:35])([F:34])[C:10]1[N:14]2[N:15]=[C:16]([N:19]3[CH2:23][CH:22]4[CH2:24][N:25](C(OC(C)(C)C)=O)[CH2:26][CH:21]4[CH2:20]3)[CH:17]=[CH:18][C:13]2=[N:12][N:11]=1, predict the reaction product. The product is: [CH2:20]1[CH:21]2[CH2:26][NH:25][CH2:24][CH:22]2[CH2:23][N:19]1[C:16]1[CH:17]=[CH:18][C:13]2[N:14]([C:10]([C:9]([F:34])([F:35])[F:8])=[N:11][N:12]=2)[N:15]=1. (2) Given the reactants Cl[C:2]1[N:7]=[C:6]([C:8]2[CH:13]=[CH:12][C:11]([N+:14]([O-:16])=[O:15])=[CH:10][CH:9]=2)[N:5]=[C:4]([N:17]2[CH:22]3[CH2:23][CH2:24][CH:18]2[CH2:19][O:20][CH2:21]3)[CH:3]=1, predict the reaction product. The product is: [CH:22]12[N:17]([C:4]3[N:5]=[C:6]([C:8]4[CH:13]=[CH:12][C:11]([N+:14]([O-:16])=[O:15])=[CH:10][CH:9]=4)[N:7]=[C:2]([NH:14][CH:11]([CH3:12])[CH3:10])[CH:3]=3)[CH:18]([CH2:24][CH2:23]1)[CH2:19][O:20][CH2:21]2. (3) Given the reactants [F:1][C:2]1[CH:10]=[C:9]2[C:5]([CH:6]=[CH:7][NH:8]2)=[CH:4][CH:3]=1.[F:11][C:12]1[CH:13]=[C:14]([C@H:18]2[O:20][C@@H:19]2[CH2:21][OH:22])[CH:15]=[CH:16][CH:17]=1, predict the reaction product. The product is: [F:1][C:2]1[CH:10]=[C:9]2[C:5]([CH:6]=[CH:7][N:8]2[C@@H:18]([C:14]2[CH:15]=[CH:16][CH:17]=[C:12]([F:11])[CH:13]=2)[C@H:19]([OH:20])[CH2:21][OH:22])=[CH:4][CH:3]=1. (4) Given the reactants [O:1]1[CH2:6][CH2:5][O:4][C:3]2[CH:7]=[C:8]([C:11]3[C:12]([CH3:29])=[C:13]([CH:26]=[CH:27][CH:28]=3)[CH2:14][O:15][C:16]3[C:23]([F:24])=[CH:22][C:19]([CH:20]=[O:21])=[C:18]([OH:25])[CH:17]=3)[CH:9]=[CH:10][C:2]1=2.Cl[CH2:31][C:32]1[CH:33]=[N:34][CH:35]=[C:36]([CH:39]=1)[C:37]#[N:38].C([O-])([O-])=O.[Cs+].[Cs+].[Na+].[I-], predict the reaction product. The product is: [O:1]1[CH2:6][CH2:5][O:4][C:3]2[CH:7]=[C:8]([C:11]3[C:12]([CH3:29])=[C:13]([CH:26]=[CH:27][CH:28]=3)[CH2:14][O:15][C:16]3[C:23]([F:24])=[CH:22][C:19]([CH:20]=[O:21])=[C:18]([CH:17]=3)[O:25][CH2:31][C:32]3[CH:33]=[N:34][CH:35]=[C:36]([CH:39]=3)[C:37]#[N:38])[CH:9]=[CH:10][C:2]1=2. (5) Given the reactants [CH:1]1([C:5]#[C:6][C:7]2[CH:8]=[C:9]3[C:13](=[CH:14][CH:15]=2)[N:12]([CH:16]2[CH2:21][CH2:20][CH2:19][CH2:18][O:17]2)[N:11]=[C:10]3[F:22])[CH2:4][CH2:3][CH2:2]1.[B:31]1([B:31]2[O:36][CH2:35][C:34]([CH3:38])([CH3:37])[CH2:33][O:32]2)[O:36][CH2:35][C:34]([CH3:38])([CH3:37])[CH2:33][O:32]1.N#N.I[C:42]1[CH:47]=[CH:46][C:45](/[CH:48]=[CH:49]/[C:50]([O:52][C:53]([CH3:56])([CH3:55])[CH3:54])=[O:51])=[CH:44][CH:43]=1.C([O-])([O-])=O.[Cs+].[Cs+], predict the reaction product. The product is: [CH:1]1(/[C:5](/[B:31]2[O:32][CH2:33][C:34]([CH3:37])([CH3:38])[CH2:35][O:36]2)=[C:6](/[C:42]2[CH:47]=[CH:46][C:45](/[CH:48]=[CH:49]/[C:50]([O:52][C:53]([CH3:56])([CH3:55])[CH3:54])=[O:51])=[CH:44][CH:43]=2)\[C:7]2[CH:8]=[C:9]3[C:13](=[CH:14][CH:15]=2)[N:12]([CH:16]2[CH2:21][CH2:20][CH2:19][CH2:18][O:17]2)[N:11]=[C:10]3[F:22])[CH2:2][CH2:3][CH2:4]1. (6) Given the reactants [C:1]1([C:21]2[CH:26]=[CH:25][CH:24]=[CH:23][CH:22]=2)[CH:6]=[CH:5][C:4]([C:7]([N:9]2[CH2:13][C:12](=[N:14][O:15][CH3:16])[CH2:11][C@H:10]2[C:17](=[N:19][OH:20])[NH2:18])=[O:8])=[CH:3][CH:2]=1.[OH:27][C:28]1[CH:36]=[CH:35][C:31]([C:32](O)=O)=[CH:30][N:29]=1, predict the reaction product. The product is: [CH3:16][O:15][N:14]=[C:12]1[CH2:11][C@@H:10]([C:17]2[N:18]=[C:32]([C:31]3[CH:30]=[N:29][C:28]([OH:27])=[CH:36][CH:35]=3)[O:20][N:19]=2)[N:9]([C:7]([C:4]2[CH:3]=[CH:2][C:1]([C:21]3[CH:26]=[CH:25][CH:24]=[CH:23][CH:22]=3)=[CH:6][CH:5]=2)=[O:8])[CH2:13]1.